Dataset: Catalyst prediction with 721,799 reactions and 888 catalyst types from USPTO. Task: Predict which catalyst facilitates the given reaction. (1) Reactant: [NH2:1][C:2]1[C:3]([C:10]([O:12][CH3:13])=[O:11])=[N:4][C:5](Br)=[C:6]([F:8])[CH:7]=1.[F:14][C:15]1[CH:20]=[CH:19][CH:18]=[CH:17][C:16]=1B(O)O. Product: [NH2:1][C:2]1[C:3]([C:10]([O:12][CH3:13])=[O:11])=[N:4][C:5]([C:16]2[CH:17]=[CH:18][CH:19]=[CH:20][C:15]=2[F:14])=[C:6]([F:8])[CH:7]=1. The catalyst class is: 462. (2) The catalyst class is: 6. Reactant: S(C)[CH3:2].[C:4]1([CH3:10])[CH:9]=[CH:8][CH:7]=[CH:6][CH:5]=1.[C:11]([O-:14])([O-])=O.[K+].[K+].[CH2:17]1[CH2:21][O:20][CH2:19][CH2:18]1. Product: [CH:17]1([CH2:21][O:20][CH2:19][CH2:10][C:4]2[CH:9]=[CH:8][C:7]([CH2:11][OH:14])=[CH:6][CH:5]=2)[CH2:18][CH2:2]1. (3) Reactant: [H-].[Na+].[CH:3]([O:6][C:7]([N:9]1[CH2:14][CH2:13][CH:12]([O:15][N:16]=[C:17]2[CH2:22][CH2:21][N:20]([C:23]3[CH:28]=[C:27]([F:29])[C:26]([CH2:30][OH:31])=[CH:25][C:24]=3[F:32])[CH2:19][CH2:18]2)[CH2:11][CH2:10]1)=[O:8])([CH3:5])[CH3:4].CI.[CH3:35]C(OC)(C)C. Product: [CH:3]([O:6][C:7]([N:9]1[CH2:14][CH2:13][CH:12]([O:15][N:16]=[C:17]2[CH2:18][CH2:19][N:20]([C:23]3[CH:28]=[C:27]([F:29])[C:26]([CH2:30][O:31][CH3:35])=[CH:25][C:24]=3[F:32])[CH2:21][CH2:22]2)[CH2:11][CH2:10]1)=[O:8])([CH3:5])[CH3:4]. The catalyst class is: 121.